Dataset: Forward reaction prediction with 1.9M reactions from USPTO patents (1976-2016). Task: Predict the product of the given reaction. Given the reactants [NH:1]([C:3]1[CH:7]=[CH:6][S:5][C:4]=1[C:8]([O:10][CH3:11])=[O:9])[NH2:2].[F:12][C:13]([F:31])([F:30])[C:14](=O)[CH2:15][C:16]([C:18]1[CH:28]=[CH:27][C:21]2[O:22][CH2:23][C:24](=[O:26])[NH:25][C:20]=2[CH:19]=1)=O, predict the reaction product. The product is: [O:26]=[C:24]1[CH2:23][O:22][C:21]2[CH:27]=[CH:28][C:18]([C:16]3[N:1]([C:3]4[CH:7]=[CH:6][S:5][C:4]=4[C:8]([O:10][CH3:11])=[O:9])[N:2]=[C:14]([C:13]([F:31])([F:12])[F:30])[CH:15]=3)=[CH:19][C:20]=2[NH:25]1.